From a dataset of NCI-60 drug combinations with 297,098 pairs across 59 cell lines. Regression. Given two drug SMILES strings and cell line genomic features, predict the synergy score measuring deviation from expected non-interaction effect. (1) Drug 1: CC1C(C(=O)NC(C(=O)N2CCCC2C(=O)N(CC(=O)N(C(C(=O)O1)C(C)C)C)C)C(C)C)NC(=O)C3=C4C(=C(C=C3)C)OC5=C(C(=O)C(=C(C5=N4)C(=O)NC6C(OC(=O)C(N(C(=O)CN(C(=O)C7CCCN7C(=O)C(NC6=O)C(C)C)C)C)C(C)C)C)N)C. Drug 2: C1CN1C2=NC(=NC(=N2)N3CC3)N4CC4. Cell line: CCRF-CEM. Synergy scores: CSS=49.3, Synergy_ZIP=-1.32, Synergy_Bliss=-3.89, Synergy_Loewe=-8.89, Synergy_HSA=-7.66. (2) Drug 1: CN(C)N=NC1=C(NC=N1)C(=O)N. Drug 2: C1=NC(=NC(=O)N1C2C(C(C(O2)CO)O)O)N. Cell line: UACC-257. Synergy scores: CSS=-10.9, Synergy_ZIP=4.72, Synergy_Bliss=-4.24, Synergy_Loewe=-11.4, Synergy_HSA=-10.5. (3) Drug 1: CC12CCC(CC1=CCC3C2CCC4(C3CC=C4C5=CN=CC=C5)C)O. Drug 2: CC1CCC2CC(C(=CC=CC=CC(CC(C(=O)C(C(C(=CC(C(=O)CC(OC(=O)C3CCCCN3C(=O)C(=O)C1(O2)O)C(C)CC4CCC(C(C4)OC)O)C)C)O)OC)C)C)C)OC. Cell line: HCT-15. Synergy scores: CSS=45.5, Synergy_ZIP=8.68, Synergy_Bliss=9.35, Synergy_Loewe=-4.27, Synergy_HSA=10.5.